This data is from Reaction yield outcomes from USPTO patents with 853,638 reactions. The task is: Predict the reaction yield, written as a fraction of the theoretical maximum amount of product (1.0 means a 100% yield; for example, 0.34 means a 34% yield). The reactants are [C:1](#[N:8])[CH2:2][CH2:3][CH2:4][CH2:5][C:6]#[N:7].N.[H][H].[O-2].[Al+3].[O-2].[O-2].[Al+3].[Si](=O)=O.[O-2].[Ca+2]. The catalyst is [Fe]. The product is [NH2:7][CH2:6][CH2:5][CH2:4][CH2:3][CH2:2][CH2:1][NH2:8].[NH2:7][CH:6]1[CH2:5][CH2:4][CH2:3][CH2:2][CH:1]1[NH2:8]. The yield is 0.981.